Dataset: Reaction yield outcomes from USPTO patents with 853,638 reactions. Task: Predict the reaction yield, written as a fraction of the theoretical maximum amount of product (1.0 means a 100% yield; for example, 0.34 means a 34% yield). (1) The reactants are [OH:1][C:2]1[CH:3]=[C:4]([N:8]2[C:17](=[O:18])[C:16]3[C:11](=[CH:12][CH:13]=[CH:14][C:15]=3[CH3:19])[N:10]=[C:9]2[CH:20]([NH:22][C:23]2[N:31]=[CH:30][N:29]=[C:28]3[C:24]=2[N:25]=[CH:26][N:27]3[CH2:32][O:33][CH2:34][CH2:35][Si:36]([CH3:39])([CH3:38])[CH3:37])[CH3:21])[CH:5]=[CH:6][CH:7]=1.C(N(CC)CC)C.C1C=CC(N([S:54]([C:57]([F:60])([F:59])[F:58])(=[O:56])=[O:55])[S:54]([C:57]([F:60])([F:59])[F:58])(=[O:56])=[O:55])=CC=1. The catalyst is C(Cl)Cl. The product is [CH3:19][C:15]1[CH:14]=[CH:13][CH:12]=[C:11]2[C:16]=1[C:17](=[O:18])[N:8]([C:4]1[CH:3]=[C:2]([O:1][S:54]([C:57]([F:60])([F:59])[F:58])(=[O:56])=[O:55])[CH:7]=[CH:6][CH:5]=1)[C:9]([CH:20]([NH:22][C:23]1[N:31]=[CH:30][N:29]=[C:28]3[C:24]=1[N:25]=[CH:26][N:27]3[CH2:32][O:33][CH2:34][CH2:35][Si:36]([CH3:37])([CH3:39])[CH3:38])[CH3:21])=[N:10]2. The yield is 0.770. (2) The reactants are [O:1]=[C:2]1[CH:13]2[C:14]3[N:6]([CH:7]=[CH:8][C:9]=3[CH2:10][CH2:11][C@@H:12]2[NH:15][C:16](=[O:19])[O:17][CH3:18])[CH2:5][C@@H:4]([C:20]2[NH:24][C:23]3[CH:25]=[C:26](B4OC(C)(C)C(C)(C)O4)[CH:27]=[CH:28][C:22]=3[N:21]=2)[CH2:3]1.[Br:38][C:39]1[CH:44]=[CH:43][C:42](Br)=[CH:41][N:40]=1.C(=O)(O)O.[Na]. The catalyst is C1C=CC([P]([Pd]([P](C2C=CC=CC=2)(C2C=CC=CC=2)C2C=CC=CC=2)([P](C2C=CC=CC=2)(C2C=CC=CC=2)C2C=CC=CC=2)[P](C2C=CC=CC=2)(C2C=CC=CC=2)C2C=CC=CC=2)(C2C=CC=CC=2)C2C=CC=CC=2)=CC=1.O.C(O)C.C1(C)C=CC=CC=1. The product is [Br:38][C:39]1[N:40]=[CH:41][C:42]([C:26]2[CH:27]=[CH:28][C:22]3[N:21]=[C:20]([C@@H:4]4[CH2:5][N:6]5[C:14]6[CH:13]([C@@H:12]([NH:15][C:16](=[O:19])[O:17][CH3:18])[CH2:11][CH2:10][C:9]=6[CH:8]=[CH:7]5)[C:2](=[O:1])[CH2:3]4)[NH:24][C:23]=3[CH:25]=2)=[CH:43][CH:44]=1. The yield is 0.640. (3) The reactants are [F:1][C:2]([F:23])([F:22])[C:3]1[CH:4]=[C:5]([C:18]([F:21])([F:20])[F:19])[C:6]2[CH:7]=[CH:8][C:9]3[N:10]([CH:13]=[C:14]([CH:16]=[O:17])[N:15]=3)[C:11]=2[N:12]=1.CC1C=CC(S([CH2:34][N+:35]#[C-:36])(=O)=O)=CC=1.C([O-])([O-])=O.[K+].[K+]. The catalyst is CO. The product is [F:23][C:2]([F:1])([F:22])[C:3]1[CH:4]=[C:5]([C:18]([F:20])([F:21])[F:19])[C:6]2[CH:7]=[CH:8][C:9]3[N:10]([CH:13]=[C:14]([C:16]4[O:17][CH:36]=[N:35][CH:34]=4)[N:15]=3)[C:11]=2[N:12]=1. The yield is 0.715. (4) The reactants are [CH3:1][C:2]1([CH3:12])[C:11]2[C:6](=[CH:7][CH:8]=[CH:9][CH:10]=2)[NH:5][CH2:4][CH2:3]1.[N+:13]([O-])([O-:15])=[O:14].[K+].C([O-])([O-])=O.[Na+].[Na+]. The catalyst is OS(O)(=O)=O. The product is [CH3:1][C:2]1([CH3:12])[C:11]2[C:6](=[CH:7][C:8]([N+:13]([O-:15])=[O:14])=[CH:9][CH:10]=2)[NH:5][CH2:4][CH2:3]1. The yield is 0.500.